This data is from Catalyst prediction with 721,799 reactions and 888 catalyst types from USPTO. The task is: Predict which catalyst facilitates the given reaction. (1) Reactant: O[Li].O.[O:4]([C:11]1[CH:12]=[C:13]([CH:31]=[CH:32][CH:33]=1)[CH2:14][O:15][C:16]12[CH2:22][C:19]([CH2:23][CH:24]3[CH2:26][CH:25]3[C:27]([O:29]C)=[O:28])([CH2:20][CH2:21]1)[CH2:18][CH2:17]2)[C:5]1[CH:10]=[CH:9][CH:8]=[CH:7][CH:6]=1.Cl. Product: [O:4]([C:11]1[CH:12]=[C:13]([CH:31]=[CH:32][CH:33]=1)[CH2:14][O:15][C:16]12[CH2:22][C:19]([CH2:23][CH:24]3[CH2:26][CH:25]3[C:27]([OH:29])=[O:28])([CH2:18][CH2:17]1)[CH2:20][CH2:21]2)[C:5]1[CH:6]=[CH:7][CH:8]=[CH:9][CH:10]=1. The catalyst class is: 249. (2) Reactant: [OH:1][C@@:2]([CH3:23])([CH2:14][C:15]1[CH:20]=[CH:19][C:18]([O:21]C)=[CH:17][CH:16]=1)[C:3]([NH:5][C:6]1[CH:11]=[CH:10][C:9]([O:12]C)=[CH:8][CH:7]=1)=[O:4].B(Br)(Br)Br.O.CCOC(C)=O. Product: [OH:1][C@@:2]([CH3:23])([CH2:14][C:15]1[CH:16]=[CH:17][C:18]([OH:21])=[CH:19][CH:20]=1)[C:3]([NH:5][C:6]1[CH:7]=[CH:8][C:9]([OH:12])=[CH:10][CH:11]=1)=[O:4]. The catalyst class is: 2. (3) Reactant: Br[C:2]1[C:3](=[O:13])[C:4]2[C:9]([C:10](=[O:12])[CH:11]=1)=[CH:8][CH:7]=[CH:6][CH:5]=2.[N:14]1[CH:19]=[CH:18][C:17]([CH2:20][NH2:21])=[CH:16][CH:15]=1. Product: [N:14]1[CH:19]=[CH:18][C:17]([CH2:20][NH:21][C:2]2[C:3](=[O:13])[C:4]3[C:9]([C:10](=[O:12])[CH:11]=2)=[CH:8][CH:7]=[CH:6][CH:5]=3)=[CH:16][CH:15]=1. The catalyst class is: 14. (4) Reactant: [CH3:1][N:2]1[C:7](=[O:8])[C:6]2=[C:9]([C:23]3[CH:28]=[CH:27][N:26]=[CH:25][CH:24]=3)[N:10]([CH2:12][C:13]3[C:22]4[C:17](=[CH:18][CH:19]=[CH:20][CH:21]=4)[CH:16]=[CH:15][CH:14]=3)[N:11]=[C:5]2[NH:4][C:3]1=[O:29].Br[CH2:31][C:32]1[CH:33]=[C:34]([CH:39]=[CH:40][CH:41]=1)[C:35]([O:37][CH3:38])=[O:36].C(=O)([O-])[O-].[K+].[K+]. Product: [CH3:1][N:2]1[C:7](=[O:8])[C:6]2=[C:9]([C:23]3[CH:24]=[CH:25][N:26]=[CH:27][CH:28]=3)[N:10]([CH2:12][C:13]3[C:22]4[C:17](=[CH:18][CH:19]=[CH:20][CH:21]=4)[CH:16]=[CH:15][CH:14]=3)[N:11]=[C:5]2[N:4]([CH2:31][C:32]2[CH:33]=[C:34]([CH:39]=[CH:40][CH:41]=2)[C:35]([O:37][CH3:38])=[O:36])[C:3]1=[O:29]. The catalyst class is: 3. (5) Reactant: [C:1]([O:5][C:6]([N:8]([CH2:38][CH2:39][O:40][CH3:41])[CH2:9][CH2:10][N:11]([C:16]1[CH:17]=[C:18]2[C:22](=[CH:23][CH:24]=1)[C:21](=[O:25])[N:20]([CH2:26][C:27]([O:29]CC1C=CC=CC=1)=[O:28])[C:19]2=[O:37])[S:12]([CH3:15])(=[O:14])=[O:13])=[O:7])([CH3:4])([CH3:3])[CH3:2]. Product: [C:1]([O:5][C:6]([N:8]([CH2:38][CH2:39][O:40][CH3:41])[CH2:9][CH2:10][N:11]([C:16]1[CH:17]=[C:18]2[C:22](=[CH:23][CH:24]=1)[C:21](=[O:25])[N:20]([CH2:26][C:27]([OH:29])=[O:28])[C:19]2=[O:37])[S:12]([CH3:15])(=[O:13])=[O:14])=[O:7])([CH3:4])([CH3:3])[CH3:2]. The catalyst class is: 19. (6) Reactant: Cl.[Cl:2][C:3]1[CH:4]=[N+:5]([O-:35])[CH:6]=[C:7]([Cl:34])[C:8]=1[CH2:9][C@@H:10]([C:19]1[CH:24]=[CH:23][C:22]([O:25][CH:26]([F:28])[F:27])=[C:21]([O:29][CH2:30][CH:31]2[CH2:33][CH2:32]2)[CH:20]=1)[O:11][C:12]([C@@H:14]1[CH2:18][CH2:17][CH2:16][NH:15]1)=[O:13].[CH:36]([C:38]1[O:42][C:41]([CH3:43])=[C:40]([C:44]([O:46][CH3:47])=[O:45])[CH:39]=1)=O.C(O)(=O)C.[Na]. Product: [Cl:2][C:3]1[CH:4]=[N+:5]([O-:35])[CH:6]=[C:7]([Cl:34])[C:8]=1[CH2:9][C@@H:10]([C:19]1[CH:24]=[CH:23][C:22]([O:25][CH:26]([F:28])[F:27])=[C:21]([O:29][CH2:30][CH:31]2[CH2:33][CH2:32]2)[CH:20]=1)[O:11][C:12]([CH:14]1[CH2:18][CH2:17][CH2:16][N:15]1[CH2:36][C:38]1[O:42][C:41]([CH3:43])=[C:40]([C:44]([O:46][CH3:47])=[O:45])[CH:39]=1)=[O:13]. The catalyst class is: 1.